This data is from Catalyst prediction with 721,799 reactions and 888 catalyst types from USPTO. The task is: Predict which catalyst facilitates the given reaction. (1) Reactant: [CH2:1]([O:8][C:9]1[CH:10]=[C:11]([OH:18])[CH:12]=[CH:13][C:14]=1[N+:15]([O-:17])=[O:16])[C:2]1[CH:7]=[CH:6][CH:5]=[CH:4][CH:3]=1.[C:19]([Si:23]([CH3:26])([CH3:25])Cl)([CH3:22])([CH3:21])[CH3:20].N1C=CN=C1.CN(C1C=CC=CN=1)C. Product: [CH2:1]([O:8][C:9]1[CH:10]=[C:11]([CH:12]=[CH:13][C:14]=1[N+:15]([O-:17])=[O:16])[O:18][Si:23]([C:19]([CH3:22])([CH3:21])[CH3:20])([CH3:26])[CH3:25])[C:2]1[CH:3]=[CH:4][CH:5]=[CH:6][CH:7]=1. The catalyst class is: 31. (2) Reactant: [CH2:1]([O:3][C:4]1[C:12]2[C:11](=O)[N:10]([C:14]3[C:19]([F:20])=[CH:18][C:17]([CH2:21][C:22]([O:24][CH2:25][CH3:26])=[O:23])=[CH:16][C:15]=3[F:27])[CH:9]([OH:28])[C:8]=2[C:7]([O:29][CH2:30][CH3:31])=[C:6]2[CH:32]=[CH:33][CH:34]=[CH:35][C:5]=12)[CH3:2].C([SiH](CC)CC)C. Product: [CH2:1]([O:3][C:4]1[C:12]2[CH2:11][N:10]([C:14]3[C:19]([F:20])=[CH:18][C:17]([CH2:21][C:22]([O:24][CH2:25][CH3:26])=[O:23])=[CH:16][C:15]=3[F:27])[C:9](=[O:28])[C:8]=2[C:7]([O:29][CH2:30][CH3:31])=[C:6]2[CH:32]=[CH:33][CH:34]=[CH:35][C:5]=12)[CH3:2]. The catalyst class is: 67.